Dataset: NCI-60 drug combinations with 297,098 pairs across 59 cell lines. Task: Regression. Given two drug SMILES strings and cell line genomic features, predict the synergy score measuring deviation from expected non-interaction effect. (1) Drug 1: CCCCC(=O)OCC(=O)C1(CC(C2=C(C1)C(=C3C(=C2O)C(=O)C4=C(C3=O)C=CC=C4OC)O)OC5CC(C(C(O5)C)O)NC(=O)C(F)(F)F)O. Drug 2: CCN(CC)CCCC(C)NC1=C2C=C(C=CC2=NC3=C1C=CC(=C3)Cl)OC. Cell line: OVCAR-5. Synergy scores: CSS=50.4, Synergy_ZIP=-2.59, Synergy_Bliss=1.24, Synergy_Loewe=4.03, Synergy_HSA=3.41. (2) Drug 1: C1=CC(=CC=C1CCCC(=O)O)N(CCCl)CCCl. Drug 2: C(CN)CNCCSP(=O)(O)O. Cell line: 786-0. Synergy scores: CSS=10.9, Synergy_ZIP=3.01, Synergy_Bliss=5.17, Synergy_Loewe=-10.6, Synergy_HSA=4.09. (3) Cell line: SN12C. Drug 2: CC1=C(C(=CC=C1)Cl)NC(=O)C2=CN=C(S2)NC3=CC(=NC(=N3)C)N4CCN(CC4)CCO. Synergy scores: CSS=31.1, Synergy_ZIP=-3.23, Synergy_Bliss=-1.43, Synergy_Loewe=3.46, Synergy_HSA=4.49. Drug 1: C1=C(C(=O)NC(=O)N1)F. (4) Drug 1: C1=CC(=CC=C1CCC2=CNC3=C2C(=O)NC(=N3)N)C(=O)NC(CCC(=O)O)C(=O)O. Drug 2: CC1C(C(CC(O1)OC2CC(OC(C2O)C)OC3=CC4=CC5=C(C(=O)C(C(C5)C(C(=O)C(C(C)O)O)OC)OC6CC(C(C(O6)C)O)OC7CC(C(C(O7)C)O)OC8CC(C(C(O8)C)O)(C)O)C(=C4C(=C3C)O)O)O)O. Cell line: SK-MEL-28. Synergy scores: CSS=7.63, Synergy_ZIP=-3.81, Synergy_Bliss=0.0164, Synergy_Loewe=-1.53, Synergy_HSA=-0.354. (5) Synergy scores: CSS=41.2, Synergy_ZIP=5.54, Synergy_Bliss=8.25, Synergy_Loewe=-19.2, Synergy_HSA=7.32. Drug 1: CNC(=O)C1=CC=CC=C1SC2=CC3=C(C=C2)C(=NN3)C=CC4=CC=CC=N4. Drug 2: CC1C(C(CC(O1)OC2CC(CC3=C2C(=C4C(=C3O)C(=O)C5=CC=CC=C5C4=O)O)(C(=O)C)O)N)O. Cell line: OVCAR-8. (6) Cell line: A498. Drug 1: COC1=C(C=C2C(=C1)N=CN=C2NC3=CC(=C(C=C3)F)Cl)OCCCN4CCOCC4. Synergy scores: CSS=35.8, Synergy_ZIP=8.13, Synergy_Bliss=11.0, Synergy_Loewe=11.3, Synergy_HSA=11.8. Drug 2: CC1C(C(CC(O1)OC2CC(OC(C2O)C)OC3=CC4=CC5=C(C(=O)C(C(C5)C(C(=O)C(C(C)O)O)OC)OC6CC(C(C(O6)C)O)OC7CC(C(C(O7)C)O)OC8CC(C(C(O8)C)O)(C)O)C(=C4C(=C3C)O)O)O)O. (7) Drug 1: CC12CCC(CC1=CCC3C2CCC4(C3CC=C4C5=CN=CC=C5)C)O. Drug 2: C1=CC(=CC=C1CCCC(=O)O)N(CCCl)CCCl. Cell line: TK-10. Synergy scores: CSS=12.8, Synergy_ZIP=-4.99, Synergy_Bliss=-2.49, Synergy_Loewe=-2.83, Synergy_HSA=-2.49. (8) Drug 1: COC1=C(C=C2C(=C1)N=CN=C2NC3=CC(=C(C=C3)F)Cl)OCCCN4CCOCC4. Drug 2: B(C(CC(C)C)NC(=O)C(CC1=CC=CC=C1)NC(=O)C2=NC=CN=C2)(O)O. Cell line: 786-0. Synergy scores: CSS=17.5, Synergy_ZIP=-4.58, Synergy_Bliss=-0.780, Synergy_Loewe=0.787, Synergy_HSA=0.704.